Dataset: Full USPTO retrosynthesis dataset with 1.9M reactions from patents (1976-2016). Task: Predict the reactants needed to synthesize the given product. (1) Given the product [CH3:1][O:2][C:3](=[O:15])[C:4]1[CH:9]=[C:8]([C:24](=[O:26])[CH3:25])[C:7]([OH:10])=[CH:6][C:5]=1[OH:14], predict the reactants needed to synthesize it. The reactants are: [CH3:1][O:2][C:3](=[O:15])[C:4]1[CH:9]=[CH:8][C:7]([O:10]C(=O)C)=[CH:6][C:5]=1[OH:14].OS(C(F)(F)F)(=O)=O.[C:24](Cl)(=[O:26])[CH3:25].CCOC(C)=O. (2) Given the product [O:22]1[CH2:21][CH2:20][N:19]([CH2:18][C:15]2[CH:16]=[CH:17][C:12]([NH2:9])=[CH:13][CH:14]=2)[CH2:24][CH2:23]1, predict the reactants needed to synthesize it. The reactants are: IN1C(=O)CCC1=O.[N+:9]([C:12]1[CH:17]=[CH:16][C:15]([CH2:18][N:19]2[CH2:24][CH2:23][O:22][CH2:21][CH2:20]2)=[CH:14][CH:13]=1)([O-])=O. (3) Given the product [CH2:1]([O:3][C:4]([C:6]1[CH:7]=[N:8][C:9]2[C:14]([C:15]=1[C:35]1[CH:34]=[CH:33][CH:32]=[C:31]([C:28](=[O:30])[CH3:29])[CH:36]=1)=[CH:13][CH:12]=[C:11]([C:24]([F:27])([F:26])[F:25])[CH:10]=2)=[O:5])[CH3:2], predict the reactants needed to synthesize it. The reactants are: [CH2:1]([O:3][C:4]([C:6]1[CH:7]=[N:8][C:9]2[C:14]([C:15]=1OS(C(F)(F)F)(=O)=O)=[CH:13][CH:12]=[C:11]([C:24]([F:27])([F:26])[F:25])[CH:10]=2)=[O:5])[CH3:2].[C:28]([C:31]1[CH:32]=[C:33](B(O)O)[CH:34]=[CH:35][CH:36]=1)(=[O:30])[CH3:29].P([O-])([O-])([O-])=O.[K+].[K+].[K+]. (4) Given the product [F:12][C:13]1[C:18]([C:2]2[C:3]([O:10][CH3:11])=[N:4][C:5]([O:8][CH3:9])=[N:6][CH:7]=2)=[CH:17][CH:16]=[CH:15][N:14]=1, predict the reactants needed to synthesize it. The reactants are: Br[C:2]1[C:3]([O:10][CH3:11])=[N:4][C:5]([O:8][CH3:9])=[N:6][CH:7]=1.[F:12][C:13]1[C:18](B(O)O)=[CH:17][CH:16]=[CH:15][N:14]=1.C(=O)([O-])[O-].[K+].[K+].B(O)O. (5) The reactants are: [F:1][C:2]1[CH:3]=[C:4]([CH2:8][C:9]([C:11]2[CH:12]=[N:13][CH:14]=[CH:15][CH:16]=2)=O)[CH:5]=[CH:6][CH:7]=1.Cl.O([NH2:20])C. Given the product [F:1][C:2]1[CH:3]=[C:4]([CH2:8][CH:9]([NH2:20])[C:11]2[CH:12]=[N:13][CH:14]=[CH:15][CH:16]=2)[CH:5]=[CH:6][CH:7]=1, predict the reactants needed to synthesize it. (6) Given the product [Br:1][C:2]1[CH:7]=[C:6]([F:8])[CH:5]=[CH:4][C:3]=1[CH:9]1[C:14]([C:15]([O:17][CH2:18][CH3:19])=[O:16])=[C:13]([CH2:20][N:28]2[CH2:32][CH2:31][CH2:30][C@H:29]2[CH2:33][OH:34])[NH:12][C:11]([C:22]2[N:26]=[CH:25][NH:24][N:23]=2)=[N:10]1, predict the reactants needed to synthesize it. The reactants are: [Br:1][C:2]1[CH:7]=[C:6]([F:8])[CH:5]=[CH:4][C:3]=1[CH:9]1[C:14]([C:15]([O:17][CH2:18][CH3:19])=[O:16])=[C:13]([CH2:20]Br)[NH:12][C:11]([C:22]2[N:26]=[CH:25][NH:24][N:23]=2)=[N:10]1.Cl.[NH:28]1[CH2:32][CH2:31][CH2:30][C@H:29]1[CH2:33][OH:34]. (7) Given the product [CH3:11][C:12]1[CH:13]=[C:14]([N:18]2[N:22]=[N:21][C:20]([C:23](=[O:25])[CH3:4])=[N:19]2)[CH:15]=[CH:16][CH:17]=1, predict the reactants needed to synthesize it. The reactants are: C[Mg]Br.[CH2:4](N(CC)CC)C.[CH3:11][C:12]1[CH:13]=[C:14]([N:18]2[N:22]=[N:21][C:20]([C:23]([O:25]CC)=O)=[N:19]2)[CH:15]=[CH:16][CH:17]=1.Cl. (8) Given the product [CH2:19]([O:18][C:16]([NH:26][C@H:25]([C:27]([O:29][CH2:30][CH3:31])=[O:28])[C@H:24]([C:23]([F:34])([F:33])[F:22])[CH3:32])=[O:17])[CH:20]=[CH2:21], predict the reactants needed to synthesize it. The reactants are: C(N(CC)CC)C.C1(=O)NC(=O)CC1.Cl[C:16]([O:18][CH2:19][CH:20]=[CH2:21])=[O:17].[F:22][C:23]([F:34])([F:33])[C@H:24]([CH3:32])[C@@H:25]([C:27]([O:29][CH2:30][CH3:31])=[O:28])[NH2:26]. (9) The reactants are: [Cl:1][C:2]1[CH:21]=[CH:20][C:19](I)=[CH:18][C:3]=1[C:4]([NH:6][CH2:7][C:8]12[CH2:17][CH:12]3[CH2:13][CH:14]([CH2:16][CH:10]([CH2:11]3)[CH2:9]1)[CH2:15]2)=[O:5].C(=O)([O-])O.[Na+].[CH2:28]([OH:31])[CH:29]=[CH2:30]. Given the product [Cl:1][C:2]1[CH:21]=[CH:20][C:19]([CH2:30][CH2:29][CH:28]=[O:31])=[CH:18][C:3]=1[C:4]([NH:6][CH2:7][C:8]12[CH2:17][CH:12]3[CH2:13][CH:14]([CH2:16][CH:10]([CH2:11]3)[CH2:9]1)[CH2:15]2)=[O:5], predict the reactants needed to synthesize it. (10) Given the product [Br:20][C:21]1[CH:22]=[C:23]([CH:24]=[C:25]([F:27])[CH:26]=1)[O:28][CH:30]1[CH2:35][CH2:34][N:33]([C:36]([O:38][C:39]([CH3:42])([CH3:41])[CH3:40])=[O:37])[CH2:32][CH2:31]1, predict the reactants needed to synthesize it. The reactants are: C1(P(C2C=CC=CC=2)C2C=CC=CC=2)C=CC=CC=1.[Br:20][C:21]1[CH:22]=[C:23]([OH:28])[CH:24]=[C:25]([F:27])[CH:26]=1.O[CH:30]1[CH2:35][CH2:34][N:33]([C:36]([O:38][C:39]([CH3:42])([CH3:41])[CH3:40])=[O:37])[CH2:32][CH2:31]1.N(C(OC(C)(C)C)=O)=NC(OC(C)(C)C)=O.